This data is from Forward reaction prediction with 1.9M reactions from USPTO patents (1976-2016). The task is: Predict the product of the given reaction. (1) Given the reactants [C:1]1(C)C=CC=C[CH:2]=1.[CH2:8]([O:15][C:16]1[CH:17]=[C:18]([CH2:30][C:31]#[N:32])[CH:19]=[CH:20][C:21]=1[O:22][CH2:23][C:24]1[CH:29]=[CH:28][CH:27]=[CH:26][CH:25]=1)[C:9]1[CH:14]=[CH:13][CH:12]=[CH:11][CH:10]=1.BrCCCl, predict the reaction product. The product is: [CH2:8]([O:15][C:16]1[CH:17]=[C:18]([C:30]2([C:31]#[N:32])[CH2:2][CH2:1]2)[CH:19]=[CH:20][C:21]=1[O:22][CH2:23][C:24]1[CH:29]=[CH:28][CH:27]=[CH:26][CH:25]=1)[C:9]1[CH:10]=[CH:11][CH:12]=[CH:13][CH:14]=1. (2) Given the reactants [Br:1][C:2]1[CH:3]=[CH:4][C:5]2[N:6]([CH:8]=[C:9]([C:11]3[CH:12]=[CH:13][C:14]([C:18]([F:21])([F:20])[F:19])=[C:15]([CH:17]=3)[NH2:16])[N:10]=2)[CH:7]=1.C(#N)C.[CH3:25][C:26]([CH3:31])([CH3:30])[C:27](Cl)=[O:28], predict the reaction product. The product is: [Br:1][C:2]1[CH:3]=[CH:4][C:5]2[N:6]([CH:8]=[C:9]([C:11]3[CH:12]=[CH:13][C:14]([C:18]([F:21])([F:20])[F:19])=[C:15]([NH:16][C:27](=[O:28])[C:26]([CH3:31])([CH3:30])[CH3:25])[CH:17]=3)[N:10]=2)[CH:7]=1. (3) Given the reactants [CH2:1]([O:8][CH:9]([CH2:23][C:24]1[CH:29]=[CH:28][CH:27]=[CH:26][CH:25]=1)[CH2:10][NH:11][C:12]1[CH:17]=[C:16]([CH3:18])[C:15]([CH3:19])=[CH:14][C:13]=1[N+:20]([O-])=O)[C:2]1[CH:7]=[CH:6][CH:5]=[CH:4][CH:3]=1.[Cl-].[NH4+], predict the reaction product. The product is: [CH2:1]([O:8][CH:9]([CH2:23][C:24]1[CH:25]=[CH:26][CH:27]=[CH:28][CH:29]=1)[CH2:10][NH:11][C:12]1[C:13]([NH2:20])=[CH:14][C:15]([CH3:19])=[C:16]([CH3:18])[CH:17]=1)[C:2]1[CH:7]=[CH:6][CH:5]=[CH:4][CH:3]=1. (4) Given the reactants [CH3:1][C:2]1[C:3]([C:17]([O:19]CC)=[O:18])=[N:4][O:5][C:6]=1[CH:7]1[CH2:16][CH2:15][C:10]2([O:14][CH2:13][CH2:12][O:11]2)[CH2:9][CH2:8]1.[OH-].[Na+].O.Cl, predict the reaction product. The product is: [CH3:1][C:2]1[C:3]([C:17]([OH:19])=[O:18])=[N:4][O:5][C:6]=1[CH:7]1[CH2:8][CH2:9][C:10]2([O:14][CH2:13][CH2:12][O:11]2)[CH2:15][CH2:16]1. (5) Given the reactants [CH3:1][O:2][C:3]1[CH:32]=[CH:31][C:6]([CH2:7][N:8]([CH2:22][C:23]2[CH:28]=[CH:27][C:26]([O:29][CH3:30])=[CH:25][CH:24]=2)[C:9]2[CH:14]=[C:13]([F:15])[C:12]([C:16]([CH3:20])([CH3:19])[CH2:17][OH:18])=[C:11]([F:21])[CH:10]=2)=[CH:5][CH:4]=1.I[CH3:34].[H-].[Na+].O, predict the reaction product. The product is: [F:21][C:11]1[CH:10]=[C:9]([CH:14]=[C:13]([F:15])[C:12]=1[C:16]([CH3:20])([CH3:19])[CH2:17][O:18][CH3:34])[N:8]([CH2:7][C:6]1[CH:5]=[CH:4][C:3]([O:2][CH3:1])=[CH:32][CH:31]=1)[CH2:22][C:23]1[CH:24]=[CH:25][C:26]([O:29][CH3:30])=[CH:27][CH:28]=1.